This data is from Reaction yield outcomes from USPTO patents with 853,638 reactions. The task is: Predict the reaction yield, written as a fraction of the theoretical maximum amount of product (1.0 means a 100% yield; for example, 0.34 means a 34% yield). (1) The reactants are [H-].[Na+].[CH:3]1([C@@H:9]([NH:11][C:12]([C:14]2[C:23]3[C:18](=[CH:19][CH:20]=[CH:21][CH:22]=3)[N:17]=[C:16]([C:24]3[CH:29]=[CH:28][CH:27]=[CH:26][CH:25]=3)[C:15]=2[CH2:30][N:31]2[CH2:36][CH2:35][N:34]([C:37]3[CH:42]=CC=CC=3)[C:33](=[O:43])[CH2:32]2)=[O:13])[CH3:10])[CH2:8][CH2:7][CH2:6][CH2:5][CH2:4]1.BrCC[O:47]C1CCCCO1.[Na+].[Cl-:55]. The catalyst is CN(C=O)C.C1COCC1. The product is [ClH:55].[ClH:55].[CH:3]1([C@@H:9]([NH:11][C:12]([C:14]2[C:23]3[C:18](=[CH:19][CH:20]=[CH:21][CH:22]=3)[N:17]=[C:16]([C:24]3[CH:29]=[CH:28][CH:27]=[CH:26][CH:25]=3)[C:15]=2[CH2:30][N:31]2[CH2:36][CH2:35][N:34]([CH2:37][CH2:42][OH:47])[C:33](=[O:43])[CH2:32]2)=[O:13])[CH3:10])[CH2:8][CH2:7][CH2:6][CH2:5][CH2:4]1. The yield is 0.580. (2) The reactants are C(OC(=O)[NH:7][CH:8]([C:10]1[O:11][C:12](=[N:21][C:22]2[CH:27]=[C:26]([F:28])[CH:25]=[C:24]([F:29])[CH:23]=2)[C:13]2[C:19]([Cl:20])=[CH:18][CH:17]=[CH:16][C:14]=2[N:15]=1)[CH3:9])(C)(C)C. The catalyst is N1CCCCC1.Cl.O1CCOCC1. The product is [NH2:7][CH:8]([C:10]1[N:21]([C:22]2[CH:27]=[C:26]([F:28])[CH:25]=[C:24]([F:29])[CH:23]=2)[C:12](=[O:11])[C:13]2[C:14](=[CH:16][CH:17]=[CH:18][C:19]=2[Cl:20])[N:15]=1)[CH3:9]. The yield is 0.980. (3) The reactants are Cl[C:2]1[N:6]([CH3:7])[N:5]=[CH:4][C:3]=1[NH:8][C:9]([C:11]1[N:12]=[C:13]([C:24]2[C:29]([F:30])=[CH:28][CH:27]=[CH:26][C:25]=2[F:31])[S:14][C:15]=1[NH:16]C(=O)OC(C)(C)C)=[O:10].[O:32]1[C:37](B2OC(C)(C)C(C)(C)O2)=[CH:36][CH2:35][CH2:34][CH2:33]1. The yield is 0.0800. The product is [NH2:16][C:15]1[S:14][C:13]([C:24]2[C:29]([F:30])=[CH:28][CH:27]=[CH:26][C:25]=2[F:31])=[N:12][C:11]=1[C:9]([NH:8][C:3]1[CH:4]=[N:5][N:6]([CH3:7])[C:2]=1[C:33]1[O:32][CH2:37][CH2:36][CH2:35][CH:34]=1)=[O:10]. No catalyst specified. (4) The reactants are [Si]([O:8][C@H:9]1[C:13]2([CH2:15][CH2:14]2)[C:12](=[O:16])[N:11]([C:17]2[CH:24]=[CH:23][C:20]([C:21]#[N:22])=[C:19]([Cl:25])[CH:18]=2)[C@H:10]1[CH3:26])(C(C)(C)C)(C)C.C1COCC1.Cl.C(=O)([O-])O.[Na+]. The catalyst is CO. The product is [Cl:25][C:19]1[CH:18]=[C:17]([N:11]2[C@@H:10]([CH3:26])[C@@H:9]([OH:8])[C:13]3([CH2:15][CH2:14]3)[C:12]2=[O:16])[CH:24]=[CH:23][C:20]=1[C:21]#[N:22]. The yield is 0.660.